This data is from Full USPTO retrosynthesis dataset with 1.9M reactions from patents (1976-2016). The task is: Predict the reactants needed to synthesize the given product. (1) Given the product [Cl:1][C:2]1[CH:3]=[C:4]([C:9]2([C:22]([F:23])([F:24])[F:25])[O:13][N:12]=[C:11]([C:14]3[CH:15]=[CH:16][C:17]([CH3:21])=[C:18]([CH2:46][O:49][NH:35][C:29](=[O:31])[CH3:28])[CH:20]=3)[CH2:10]2)[CH:5]=[C:6]([Cl:8])[CH:7]=1, predict the reactants needed to synthesize it. The reactants are: [Cl:1][C:2]1[CH:3]=[C:4]([C:9]2([C:22]([F:25])([F:24])[F:23])[O:13][N:12]=[C:11]([C:14]3[CH:15]=[CH:16][C:17]([CH3:21])=[C:18]([CH:20]=3)N)[CH2:10]2)[CH:5]=[C:6]([Cl:8])[CH:7]=1.CO[CH2:28][C:29]([OH:31])=O.Cl.C([N:35](CC)CCCN=C=NCC)C.[C:46](=[O:49])([O-])O.[Na+]. (2) Given the product [Cl:1][C:2]1[CH:3]=[C:4]([CH:17]=[CH:18][C:19]=1[Cl:20])[CH2:5][NH:6][C:7]([NH:9][C:10]1[S:11][CH:12]=[C:13]([CH2:15][I:22])[N:14]=1)=[O:8], predict the reactants needed to synthesize it. The reactants are: [Cl:1][C:2]1[CH:3]=[C:4]([CH:17]=[CH:18][C:19]=1[Cl:20])[CH2:5][NH:6][C:7]([NH:9][C:10]1[S:11][CH:12]=[C:13]([CH2:15]Cl)[N:14]=1)=[O:8].[Na+].[I-:22]. (3) Given the product [Br:13][C:12]1[CH:11]=[C:10]([CH2:14][CH:15]([F:20])[C:16]([O:18][CH3:19])=[O:17])[CH:9]=[C:8]([Br:21])[C:7]=1[O:6][C:5]1[CH:22]=[CH:23][C:2]([NH:1][C:35](=[O:36])[CH2:34][Cl:33])=[C:3]([N+:24]([O-:26])=[O:25])[CH:4]=1, predict the reactants needed to synthesize it. The reactants are: [NH2:1][C:2]1[CH:23]=[CH:22][C:5]([O:6][C:7]2[C:12]([Br:13])=[CH:11][C:10]([CH2:14][CH:15]([F:20])[C:16]([O:18][CH3:19])=[O:17])=[CH:9][C:8]=2[Br:21])=[CH:4][C:3]=1[N+:24]([O-:26])=[O:25].N1C=CC=CC=1.[Cl:33][CH2:34][C:35](Cl)=[O:36].Cl.